This data is from Full USPTO retrosynthesis dataset with 1.9M reactions from patents (1976-2016). The task is: Predict the reactants needed to synthesize the given product. The reactants are: [C:1]([C:3]1[CH:4]=[N:5][C:6]2[CH:7]=[CH:8][C:9](=[O:30])[N:10]([CH3:29])[C:11]=2[C:12]=1[CH2:13][CH2:14][N:15]1[CH2:19][C@@H:18]([OH:20])[C@@H:17]([CH2:21][NH:22]C(=O)C(F)(F)F)[CH2:16]1)#[N:2].C(=O)([O-])[O-].[K+].[K+]. Given the product [NH2:22][CH2:21][C@@H:17]1[C@H:18]([OH:20])[CH2:19][N:15]([CH2:14][CH2:13][C:12]2[C:11]3[N:10]([CH3:29])[C:9](=[O:30])[CH:8]=[CH:7][C:6]=3[N:5]=[CH:4][C:3]=2[C:1]#[N:2])[CH2:16]1, predict the reactants needed to synthesize it.